This data is from Catalyst prediction with 721,799 reactions and 888 catalyst types from USPTO. The task is: Predict which catalyst facilitates the given reaction. (1) Reactant: [Cl:1]N1C(=O)CCC1=O.[NH:9]1[C:17]2[CH:16]=[C:15]([C:18]([O:20][C:21]([CH3:24])([CH3:23])[CH3:22])=[O:19])[N:14]=[CH:13][C:12]=2[CH:11]=[CH:10]1. Product: [Cl:1][C:11]1[C:12]2[CH:13]=[N:14][C:15]([C:18]([O:20][C:21]([CH3:24])([CH3:23])[CH3:22])=[O:19])=[CH:16][C:17]=2[NH:9][CH:10]=1. The catalyst class is: 4. (2) Reactant: [H-].[Na+].[N:3]([CH2:6][CH2:7][O:8][CH2:9][CH2:10][NH:11][C:12](=[O:18])[O:13][C:14]([CH3:17])([CH3:16])[CH3:15])=[N+:4]=[N-:5].[CH3:19]I. Product: [N:3]([CH2:6][CH2:7][O:8][CH2:9][CH2:10][N:11]([CH3:19])[C:12](=[O:18])[O:13][C:14]([CH3:15])([CH3:17])[CH3:16])=[N+:4]=[N-:5]. The catalyst class is: 1. (3) Reactant: [Br:1][C:2]1[CH:3]=[C:4]2[C:8](=[CH:9][CH:10]=1)[N:7]([S:11]([C:14]1[CH:15]=[CH:16][C:17]([O:32][CH3:33])=[C:18]([N:20]3[CH2:25][CH2:24][N:23](C(=O)C(Cl)(Cl)Cl)[CH2:22][CH2:21]3)[CH:19]=1)(=[O:13])=[O:12])[CH:6]=[C:5]2[CH3:34].[OH-].[K+]. Product: [Br:1][C:2]1[CH:3]=[C:4]2[C:8](=[CH:9][CH:10]=1)[N:7]([S:11]([C:14]1[CH:15]=[CH:16][C:17]([O:32][CH3:33])=[C:18]([N:20]3[CH2:25][CH2:24][NH:23][CH2:22][CH2:21]3)[CH:19]=1)(=[O:13])=[O:12])[CH:6]=[C:5]2[CH3:34]. The catalyst class is: 1.